This data is from Forward reaction prediction with 1.9M reactions from USPTO patents (1976-2016). The task is: Predict the product of the given reaction. (1) Given the reactants BrC1C2C(=NC(N)=NC=2)N(C)N=1.[CH2:13]([NH:20][C:21]1[N:26]=[C:25]([NH2:27])[N:24]=[C:23]2[N:28]([CH3:32])[N:29]=[C:30](Br)[C:22]=12)[C:14]1[CH:19]=[CH:18][CH:17]=[CH:16][CH:15]=1.[F:33][C:34]1[CH:35]=[C:36](B(O)O)[CH:37]=[CH:38][C:39]=1[O:40][CH3:41], predict the reaction product. The product is: [CH2:13]([NH:20][C:21]1[N:26]=[C:25]([NH2:27])[N:24]=[C:23]2[N:28]([CH3:32])[N:29]=[C:30]([C:36]3[CH:37]=[CH:38][C:39]([O:40][CH3:41])=[C:34]([F:33])[CH:35]=3)[C:22]=12)[C:14]1[CH:19]=[CH:18][CH:17]=[CH:16][CH:15]=1. (2) Given the reactants [F:1][C:2]1[CH:7]=[CH:6][CH:5]=[CH:4][C:3]=1B(O)O.[Cl:11][C:12]1[CH:17]=[CH:16][N:15]=[C:14](I)[CH:13]=1.C([O-])([O-])=O.[Na+].[Na+], predict the reaction product. The product is: [Cl:11][C:12]1[CH:17]=[CH:16][N:15]=[C:14]([C:3]2[CH:4]=[CH:5][CH:6]=[CH:7][C:2]=2[F:1])[CH:13]=1. (3) The product is: [F:1][C:2]([F:14])([F:13])[C:3]1[C:5]2[C:10](=[O:11])[CH2:9][CH2:8][CH2:7][C:6]=2[NH:17][N:16]=1. Given the reactants [F:1][C:2]([F:14])([F:13])[C:3]([CH:5]1[C:10](=[O:11])[CH2:9][CH2:8][CH2:7][C:6]1=O)=O.O.[NH2:16][NH2:17], predict the reaction product. (4) Given the reactants P(Cl)(Cl)(Cl)=O.[CH3:6][O:7][C:8]1[CH:16]=[CH:15][CH:14]=[C:13]2[C:9]=1[CH:10]=[CH:11][NH:12]2.[OH-].[Na+].O.CN([CH:23]=[O:24])C, predict the reaction product. The product is: [CH:23]([C:10]1[C:9]2[C:13](=[CH:14][CH:15]=[CH:16][C:8]=2[O:7][CH3:6])[NH:12][CH:11]=1)=[O:24]. (5) The product is: [OH:8][C:9]1[CH:14]=[CH:13][C:12]([CH2:15][C:16]([NH2:18])=[O:17])=[CH:11][C:10]=1[CH3:19]. Given the reactants C([O:8][C:9]1[CH:14]=[CH:13][C:12]([CH2:15][C:16]([NH2:18])=[O:17])=[CH:11][C:10]=1[CH3:19])C1C=CC=CC=1, predict the reaction product. (6) Given the reactants [CH:1]1([C:4]2(O)[C:10]3[CH:11]=[CH:12][CH:13]=[CH:14][C:9]=3C=C(N3CCCCC3)[C:6]3[CH:21]=[CH:22][CH:23]=[CH:24][C:5]2=3)[CH2:3][CH2:2]1.[BrH:26].[C:27]([OH:30])(=O)[CH3:28], predict the reaction product. The product is: [Br:26][CH2:3][CH2:2][CH:1]=[C:4]1[C:10]2[CH:11]=[CH:12][CH:13]=[CH:14][C:9]=2[CH2:28][C:27](=[O:30])[C:6]2[CH:21]=[CH:22][CH:23]=[CH:24][C:5]1=2. (7) Given the reactants C(OC([NH:8][CH2:9][C:10]1[CH:11]=[C:12]([C:16]2[N:21]=[C:20]([C:22]([NH:24][C:25]3[CH:30]=[CH:29][CH:28]=[CH:27][C:26]=3[CH2:31]C(OC(C)(C)C)=O)=[O:23])[CH:19]=[C:18](Cl)[CH:17]=2)[CH:13]=[CH:14][CH:15]=1)=O)(C)(C)C.[C:40]1(B(O)O)[CH:45]=[CH:44][CH:43]=[CH:42][CH:41]=1.[C:49](=[O:52])([O-])[O-:50].[Cs+].[Cs+].O1CCOCC1, predict the reaction product. The product is: [NH2:8][CH2:9][C:10]1[CH:11]=[C:12]([C:16]2[N:21]=[C:20]([C:22]([NH:24][C:25]3[CH:30]=[CH:29][CH:28]=[CH:27][C:26]=3[CH2:31][C:49]([OH:50])=[O:52])=[O:23])[CH:19]=[C:18]([C:40]3[CH:45]=[CH:44][CH:43]=[CH:42][CH:41]=3)[CH:17]=2)[CH:13]=[CH:14][CH:15]=1. (8) Given the reactants [CH3:1][C:2]1([CH3:16])[C:15]2[CH:14]=[CH:13][CH:12]=[CH:11][C:10]=2[NH:9][C:8]2[C:3]1=[CH:4][CH:5]=[CH:6][CH:7]=2.[OH-].[CH2:18]([N+:25](C)(C)C)[C:19]1C=CC=C[CH:20]=1, predict the reaction product. The product is: [CH3:1][C:2]1([CH3:16])[C:3]2[CH:4]=[CH:5][CH:6]=[CH:7][C:8]=2[N:9]([CH2:20][CH2:19][C:18]#[N:25])[C:10]2[C:15]1=[CH:14][CH:13]=[CH:12][CH:11]=2.